This data is from Forward reaction prediction with 1.9M reactions from USPTO patents (1976-2016). The task is: Predict the product of the given reaction. (1) Given the reactants [C:1]([O:5][C:6]([N:8]1[CH2:12][C@@H:11]([CH2:13][N:14]([CH:31]([CH3:33])[CH3:32])[C:15](=[O:30])[C:16]2[CH:21]=[CH:20][C:19]([O:22][CH3:23])=[C:18]([O:24][CH2:25][CH2:26][CH2:27][O:28][CH3:29])[CH:17]=2)[C@H:10]([CH2:34][NH:35][CH:36]2[CH2:38][CH2:37]2)[CH2:9]1)=[O:7])([CH3:4])([CH3:3])[CH3:2].[CH3:39][N:40]([C:44]1[CH:49]=[CH:48][CH:47]=[CH:46][CH:45]=1)[C:41](Cl)=[O:42].C(N(CC)CC)C.Cl, predict the reaction product. The product is: [C:1]([O:5][C:6]([N:8]1[CH2:12][C@@H:11]([CH2:13][N:14]([CH:31]([CH3:32])[CH3:33])[C:15](=[O:30])[C:16]2[CH:21]=[CH:20][C:19]([O:22][CH3:23])=[C:18]([O:24][CH2:25][CH2:26][CH2:27][O:28][CH3:29])[CH:17]=2)[C@H:10]([CH2:34][N:35]([CH:36]2[CH2:37][CH2:38]2)[C:41]([N:40]([CH3:39])[C:44]2[CH:49]=[CH:48][CH:47]=[CH:46][CH:45]=2)=[O:42])[CH2:9]1)=[O:7])([CH3:3])([CH3:4])[CH3:2]. (2) Given the reactants [F:1][C:2]1[CH:12]=[CH:11][C:5]([CH2:6][Si:7](Cl)([Cl:9])[Cl:8])=[CH:4][CH:3]=1.C[SiH](Cl)Cl, predict the reaction product. The product is: [F:1][C:2]1[CH:12]=[CH:11][C:5]([CH2:6][SiH:7]([Cl:9])[Cl:8])=[CH:4][CH:3]=1. (3) Given the reactants [CH3:1][O:2][C:3]([C:5]1[CH:10]=[CH:9][C:8]([CH2:11][N:12]2[CH2:17][C@@H:16]3[CH2:18][C@H:13]2[CH2:14][N:15]3C(OC(C)(C)C)=O)=[CH:7][CH:6]=1)=[O:4].FC(F)(F)C(O)=O, predict the reaction product. The product is: [C@H:13]12[CH2:18][C@H:16]([NH:15][CH2:14]1)[CH2:17][N:12]2[CH2:11][C:8]1[CH:9]=[CH:10][C:5]([C:3]([O:2][CH3:1])=[O:4])=[CH:6][CH:7]=1. (4) Given the reactants [F:1][C:2]1[CH:26]=[C:25]([O:27][C:28]([F:31])([F:30])[F:29])[CH:24]=[CH:23][C:3]=1[CH2:4][NH:5][C:6]1[CH:11]=[C:10]([O:12][CH2:13][C:14]2[CH:18]=[CH:17][N:16]([CH3:19])[N:15]=2)[CH:9]=[CH:8][C:7]=1[N+:20]([O-])=O.N#N, predict the reaction product. The product is: [F:1][C:2]1[CH:26]=[C:25]([O:27][C:28]([F:30])([F:29])[F:31])[CH:24]=[CH:23][C:3]=1[CH2:4][NH:5][C:6]1[C:7]([NH2:20])=[CH:8][CH:9]=[C:10]([O:12][CH2:13][C:14]2[CH:18]=[CH:17][N:16]([CH3:19])[N:15]=2)[CH:11]=1. (5) The product is: [CH2:24]([O:21][CH2:18][N:1]1[CH2:6][CH2:5][CH:4]([CH2:7][NH:8][C:9](=[O:15])[O:10][C:11]([CH3:12])([CH3:14])[CH3:13])[CH2:3][CH2:2]1)[CH3:25]. Given the reactants [NH:1]1[CH2:6][CH2:5][CH:4]([CH2:7][NH:8][C:9](=[O:15])[O:10][C:11]([CH3:14])([CH3:13])[CH3:12])[CH2:3][CH2:2]1.C=O.[C:18](=[O:21])([O-])[O-].[K+].[K+].[CH2:24](O)[CH3:25], predict the reaction product.